This data is from Full USPTO retrosynthesis dataset with 1.9M reactions from patents (1976-2016). The task is: Predict the reactants needed to synthesize the given product. Given the product [Cl:25][C:21]1[CH:22]=[CH:23][CH:24]=[C:17]([N:9]2[CH:8]=[CH:7][C:6]3[C:11](=[C:12]([F:14])[CH:13]=[C:4]([CH:1]4[CH2:3][CH2:2]4)[CH:5]=3)[C:10]2=[O:15])[C:18]=1[CH:19]=[O:20], predict the reactants needed to synthesize it. The reactants are: [CH:1]1([C:4]2[CH:5]=[C:6]3[C:11](=[C:12]([F:14])[CH:13]=2)[C:10](=[O:15])[NH:9][CH:8]=[CH:7]3)[CH2:3][CH2:2]1.Br[C:17]1[CH:24]=[CH:23][CH:22]=[C:21]([Cl:25])[C:18]=1[CH:19]=[O:20].C(=O)([O-])[O-].[K+].[K+].